This data is from Retrosynthesis with 50K atom-mapped reactions and 10 reaction types from USPTO. The task is: Predict the reactants needed to synthesize the given product. (1) The reactants are: Nc1ccccc1-c1nc2cccnc2s1.O=C(O)c1cc(O)cc(-c2ccccc2)n1. Given the product O=C(Nc1ccccc1-c1nc2cccnc2s1)c1cc(O)cc(-c2ccccc2)n1, predict the reactants needed to synthesize it. (2) Given the product Cc1cc(C)nc(N2CCC3(CCCN(Cc4ccccc4-c4nc(C)no4)C3=O)CC2)n1, predict the reactants needed to synthesize it. The reactants are: Cc1cc(C)nc(N2CCC3(CCCNC3=O)CC2)n1.Cc1noc(-c2ccccc2CBr)n1. (3) The reactants are: Nc1cc(Cl)ccn1.O=[N+]([O-])c1ccc(O)c(F)c1. Given the product Nc1cc(Oc2ccc([N+](=O)[O-])cc2F)ccn1, predict the reactants needed to synthesize it.